Predict the reaction yield, written as a fraction of the theoretical maximum amount of product (1.0 means a 100% yield; for example, 0.34 means a 34% yield). From a dataset of Reaction yield outcomes from USPTO patents with 853,638 reactions. (1) The reactants are [CH3:1][NH2:2].[F:3][C:4]1[C:9]2[N:10]([CH3:14])[C:11](=[O:13])[O:12][C:8]=2[CH:7]=[C:6]([N:15]2[CH2:19][C@H:18]([C:20]([O:22]C)=O)[O:17][C:16]2=[O:24])[CH:5]=1. The catalyst is CO. The product is [F:3][C:4]1[C:9]2[N:10]([CH3:14])[C:11](=[O:13])[O:12][C:8]=2[CH:7]=[C:6]([N:15]2[CH2:19][C@H:18]([C:20]([NH:2][CH3:1])=[O:22])[O:17][C:16]2=[O:24])[CH:5]=1. The yield is 0.190. (2) The reactants are [CH:1]1([NH:4][C:5](=[O:33])[NH:6][C:7]2[CH:31]=[CH:30][C:10]([O:11][C:12]3[CH:17]=[CH:16][N:15]=[C:14]4[CH:18]=[C:19]([C:21]5[CH:29]=[CH:28][C:24]([C:25]([OH:27])=O)=[CH:23][N:22]=5)[S:20][C:13]=34)=[C:9]([F:32])[CH:8]=2)[CH2:3][CH2:2]1.CC[N:36]([CH:40]([CH3:42])C)[CH:37]([CH3:39])C.N1CCCC1.CN(C(ON1N=NC2C=CC=NC1=2)=[N+](C)C)C.F[P-](F)(F)(F)(F)F. The catalyst is CN(C=O)C. The product is [CH:1]1([NH:4][C:5]([NH:6][C:7]2[CH:31]=[CH:30][C:10]([O:11][C:12]3[CH:17]=[CH:16][N:15]=[C:14]4[CH:18]=[C:19]([C:21]5[CH:29]=[CH:28][C:24]([C:25]([N:36]6[CH2:37][CH2:39][CH2:42][CH2:40]6)=[O:27])=[CH:23][N:22]=5)[S:20][C:13]=34)=[C:9]([F:32])[CH:8]=2)=[O:33])[CH2:3][CH2:2]1. The yield is 0.190. (3) The reactants are Br[CH2:2][CH2:3][O:4][C:5]1[CH:10]=[CH:9][C:8]([NH:11][C:12](=[O:21])[C:13]2[CH:18]=[CH:17][CH:16]=[C:15]([O:19][CH3:20])[CH:14]=2)=[CH:7][C:6]=1[C:22]1[N:23]([CH3:27])[N:24]=[CH:25][CH:26]=1.[NH3:28]. The catalyst is CO. The product is [NH2:28][CH2:2][CH2:3][O:4][C:5]1[CH:10]=[CH:9][C:8]([NH:11][C:12](=[O:21])[C:13]2[CH:18]=[CH:17][CH:16]=[C:15]([O:19][CH3:20])[CH:14]=2)=[CH:7][C:6]=1[C:22]1[N:23]([CH3:27])[N:24]=[CH:25][CH:26]=1. The yield is 0.530. (4) The reactants are [C:1]([O:5][C:6]([NH:8][C@H:9]([CH2:29][C:30]1[CH:35]=[C:34]([F:36])[C:33]([F:37])=[CH:32][C:31]=1[F:38])[CH2:10][C:11]([N:13]1[CH2:18][CH2:17][N:16]2[C:19]([C:25]([F:28])([F:27])[F:26])=[N:20][C:21]([C:22](O)=[O:23])=[C:15]2[CH2:14]1)=[O:12])=[O:7])([CH3:4])([CH3:3])[CH3:2].[NH:39]1[CH2:44][CH2:43][O:42][CH2:41][CH2:40]1.O=C1N([ClH]P([ClH]N2CCOC2=O)=O)CCO1.C(N(CC)CC)C. The catalyst is ClCCl. The product is [C:1]([O:5][C:6](=[O:7])[NH:8][C@H:9]([CH2:29][C:30]1[CH:35]=[C:34]([F:36])[C:33]([F:37])=[CH:32][C:31]=1[F:38])[CH2:10][C:11]([N:13]1[CH2:18][CH2:17][N:16]2[C:19]([C:25]([F:26])([F:27])[F:28])=[N:20][C:21]([C:22]([N:39]3[CH2:44][CH2:43][O:42][CH2:41][CH2:40]3)=[O:23])=[C:15]2[CH2:14]1)=[O:12])([CH3:3])([CH3:2])[CH3:4]. The yield is 0.890. (5) The reactants are Cl[C:2]1[C:7]2[N:8]=[C:9]([S:12][CH3:13])[N:10]=[CH:11][C:6]=2[CH:5]=[CH:4][N:3]=1.[CH2:14]([NH2:19])[C:15]([CH3:18])([CH3:17])[CH3:16]. The catalyst is CN1C(=O)CCC1.C([O-])(O)=O.[Na+].CCOC(C)=O. The product is [CH3:13][S:12][C:9]1[N:10]=[CH:11][C:6]2[CH:5]=[CH:4][N:3]=[C:2]([NH:19][CH2:14][C:15]([CH3:18])([CH3:17])[CH3:16])[C:7]=2[N:8]=1. The yield is 0.740. (6) The reactants are [F:1][C:2]1[CH:30]=[CH:29][C:5]([CH2:6][N:7]([O:22]C2CCCCO2)[C:8]([C:10]2[CH:15]=[C:14]([C:16]3[CH:21]=[CH:20][CH:19]=[CH:18][CH:17]=3)[CH:13]=[CH:12][N:11]=2)=[O:9])=[CH:4][CH:3]=1.C1(C)C=CC(S([O-])(=O)=O)=CC=1.[NH+]1C=CC=CC=1. The catalyst is CO. The product is [F:1][C:2]1[CH:30]=[CH:29][C:5]([CH2:6][N:7]([OH:22])[C:8]([C:10]2[CH:15]=[C:14]([C:16]3[CH:21]=[CH:20][CH:19]=[CH:18][CH:17]=3)[CH:13]=[CH:12][N:11]=2)=[O:9])=[CH:4][CH:3]=1. The yield is 0.130. (7) The reactants are [CH3:1][O:2][C:3]1[CH:4]=[C:5]([CH:20]=[CH:21][C:22]=1[O:23][CH3:24])[C:6]([N:8]1[C:17]2[C:12](=[CH:13][CH:14]=[CH:15][CH:16]=2)[C@H:11](O)[CH2:10][C@@H:9]1[CH3:19])=[O:7].[NH:25]1[C:31]2[CH:32]=[CH:33][CH:34]=[CH:35][C:30]=2[CH2:29][CH2:28][CH2:27][CH2:26]1. No catalyst specified. The product is [CH3:1][O:2][C:3]1[CH:4]=[C:5]([CH:20]=[CH:21][C:22]=1[O:23][CH3:24])[C:6]([N:8]1[C:17]2[C:12](=[CH:13][CH:14]=[CH:15][CH:16]=2)[CH:11]([N:25]2[C:31]3[CH:32]=[CH:33][CH:34]=[CH:35][C:30]=3[CH2:29][CH2:28][CH2:27][CH2:26]2)[CH2:10][CH:9]1[CH3:19])=[O:7]. The yield is 0.0900. (8) The reactants are [NH2:1][C:2]1[CH:10]=[CH:9][C:8]([OH:11])=[CH:7][C:3]=1[C:4]([OH:6])=O.O=S(Cl)Cl.[Cl:16][C:17]1[CH:23]=[CH:22][CH:21]=[CH:20][C:18]=1[NH2:19].C(Cl)(Cl)Cl. The catalyst is C1C=CC=CC=1. The product is [NH2:1][C:2]1[CH:10]=[CH:9][C:8]([OH:11])=[CH:7][C:3]=1[C:4]([NH:19][C:18]1[CH:20]=[CH:21][CH:22]=[CH:23][C:17]=1[Cl:16])=[O:6]. The yield is 0.120. (9) The reactants are C[O:2][C:3](=[O:27])[CH2:4][CH2:5][CH2:6][N:7]1[CH2:11][CH2:10][C@@H:9]([O:12][C:13]2[CH:18]=[CH:17][C:16]([O:19][C:20]3[CH:25]=[CH:24][C:23]([Cl:26])=[CH:22][CH:21]=3)=[CH:15][CH:14]=2)[CH2:8]1.[OH-].[Na+].O.Cl.O1CCOCC1. The catalyst is ClCCl.CO. The product is [ClH:26].[Cl:26][C:23]1[CH:24]=[CH:25][C:20]([O:19][C:16]2[CH:15]=[CH:14][C:13]([O:12][C@@H:9]3[CH2:10][CH2:11][N:7]([CH2:6][CH2:5][CH2:4][C:3]([OH:27])=[O:2])[CH2:8]3)=[CH:18][CH:17]=2)=[CH:21][CH:22]=1. The yield is 0.470.